Dataset: Full USPTO retrosynthesis dataset with 1.9M reactions from patents (1976-2016). Task: Predict the reactants needed to synthesize the given product. (1) Given the product [Br:1][C:2]1[CH:3]=[C:4]2[C:12](=[C:13]([C:15](=[O:16])[NH2:29])[CH:14]=1)[NH:11][C:10]1[CH2:9][CH:8]([C:18]([O:20][CH2:21][CH3:22])=[O:19])[CH2:7][CH2:6][C:5]2=1, predict the reactants needed to synthesize it. The reactants are: [Br:1][C:2]1[CH:3]=[C:4]2[C:12](=[C:13]([C:15](O)=[O:16])[CH:14]=1)[NH:11][C:10]1[CH2:9][CH:8]([C:18]([O:20][CH2:21][CH3:22])=[O:19])[CH2:7][CH2:6][C:5]2=1.C(Cl)CCl.O.O[N:29]1C2C=CC=CC=2N=N1.[OH-].[NH4+]. (2) Given the product [NH2:1][C:4]1[C:9]2[N:10]=[C:11]([C:13]3[CH:14]=[CH:15][C:16]4[CH:17]=[C:18]5[C:25](=[O:26])[NH:24][CH2:23][C:22]6([CH2:29][CH2:28][CH2:27]6)[N:19]5[C:20]=4[CH:21]=3)[O:12][C:8]=2[CH:7]=[CH:6][CH:5]=1, predict the reactants needed to synthesize it. The reactants are: [N+:1]([C:4]1[C:9]2[N:10]=[C:11]([C:13]3[CH:14]=[CH:15][C:16]4[CH:17]=[C:18]5[C:25](=[O:26])[NH:24][CH2:23][C:22]6([CH2:29][CH2:28][CH2:27]6)[N:19]5[C:20]=4[CH:21]=3)[O:12][C:8]=2[CH:7]=[CH:6][CH:5]=1)([O-])=O.[Cl-].[NH4+].